From a dataset of Full USPTO retrosynthesis dataset with 1.9M reactions from patents (1976-2016). Predict the reactants needed to synthesize the given product. Given the product [CH2:1]([O:8][C:9]1[CH:10]=[CH:11][C:12](/[C:13](=[N:18]/[OH:19])/[NH2:14])=[CH:15][CH:16]=1)[CH2:2][CH2:3][CH2:4][CH2:5][CH2:6][CH3:7], predict the reactants needed to synthesize it. The reactants are: [CH2:1]([O:8][C:9]1[CH:16]=[CH:15][C:12]([C:13]#[N:14])=[CH:11][CH:10]=1)[CH2:2][CH2:3][CH2:4][CH2:5][CH2:6][CH3:7].Cl.[NH2:18][OH:19].